Dataset: Forward reaction prediction with 1.9M reactions from USPTO patents (1976-2016). Task: Predict the product of the given reaction. (1) The product is: [F:15][C:16]1[CH:21]=[C:20]([C:2]2[C:3]([O:8][CH:9]3[CH2:14][CH2:13][NH:12][CH2:11][CH2:10]3)=[N:4][CH:5]=[CH:6][CH:7]=2)[CH:19]=[CH:18][C:17]=1[C:31]1[CH:36]=[N:35][C:34]([NH2:37])=[N:33][CH:32]=1. Given the reactants Br[C:2]1[C:3]([O:8][CH:9]2[CH2:14][CH2:13][NH:12][CH2:11][CH2:10]2)=[N:4][CH:5]=[CH:6][CH:7]=1.[F:15][C:16]1[CH:21]=[C:20](B2OC(C)(C)C(C)(C)O2)[CH:19]=[CH:18][C:17]=1[C:31]1[CH:32]=[N:33][C:34]([NH2:37])=[N:35][CH:36]=1, predict the reaction product. (2) Given the reactants [CH3:1][C:2]1[CH:14]=[CH:13][C:5]([CH:6]=[C:7]2[CH2:11][CH2:10][CH2:9][C:8]2=[O:12])=[CH:4][CH:3]=1.[Cl-:15].[CH3:16][N+:17](=[CH2:19])[CH3:18], predict the reaction product. The product is: [ClH:15].[CH3:1][C:2]1[CH:14]=[CH:13][C:5]([CH:6]=[C:7]2[CH2:11][CH2:10][CH:9]([CH2:16][N:17]([CH3:19])[CH3:18])[C:8]2=[O:12])=[CH:4][CH:3]=1. (3) Given the reactants CCOC(/N=N/C(OCC)=O)=O.[OH:13][C@@H:14]1[CH2:19][CH2:18][CH2:17][N:16]([C:20]([O:22][C:23]([CH3:26])([CH3:25])[CH3:24])=[O:21])[CH2:15]1.[Cl:27][C:28]1[C:37]2[C:32](=[CH:33][C:34](O)=[C:35]([O:38][CH3:39])[CH:36]=2)[N:31]=[CH:30][N:29]=1.C1(P(C2C=CC=CC=2)C2C=CC=CC=2)C=CC=CC=1, predict the reaction product. The product is: [Cl:27][C:28]1[C:37]2[C:32](=[CH:33][C:34]([O:13][C@H:14]3[CH2:19][CH2:18][CH2:17][N:16]([C:20]([O:22][C:23]([CH3:26])([CH3:25])[CH3:24])=[O:21])[CH2:15]3)=[C:35]([O:38][CH3:39])[CH:36]=2)[N:31]=[CH:30][N:29]=1. (4) Given the reactants [OH:1][C@H:2]1[CH2:6][CH2:5][N:4]([C:7]([O:9][C:10]([CH3:13])([CH3:12])[CH3:11])=[O:8])[CH2:3]1.C(N(CC)CC)C.[CH3:21][S:22](Cl)(=[O:24])=[O:23].O, predict the reaction product. The product is: [CH3:21][S:22]([O:1][C@H:2]1[CH2:6][CH2:5][N:4]([C:7]([O:9][C:10]([CH3:13])([CH3:12])[CH3:11])=[O:8])[CH2:3]1)(=[O:24])=[O:23]. (5) Given the reactants [F:1][C:2]1[CH:7]=[CH:6][C:5]([N:8]2[C:16]3[CH:15]=[CH:14][CH:13]=[C:12]([C:17]([O:19]C)=[O:18])[C:11]=3[C:10]([CH2:21][NH:22][C@@H:23]3[CH:28]4[CH2:29][CH2:30][N:25]([CH2:26][CH2:27]4)[CH2:24]3)=[N:9]2)=[CH:4][CH:3]=1.O.O.[OH-].[Li+:34], predict the reaction product. The product is: [F:1][C:2]1[CH:7]=[CH:6][C:5]([N:8]2[C:16]3[CH:15]=[CH:14][CH:13]=[C:12]([C:17]([O-:19])=[O:18])[C:11]=3[C:10]([CH2:21][NH:22][C@@H:23]3[CH:28]4[CH2:27][CH2:26][N:25]([CH2:30][CH2:29]4)[CH2:24]3)=[N:9]2)=[CH:4][CH:3]=1.[Li+:34]. (6) Given the reactants Cl.[CH3:2][O:3][C:4](=[O:11])[C@H:5]([CH2:7][CH:8]([CH3:10])[CH3:9])[NH2:6].C(=O)([O-])[O-].[Na+].[Na+].Cl[C:19]([O:21][CH2:22][C:23]1[CH:28]=[CH:27][CH:26]=[CH:25][CH:24]=1)=[O:20], predict the reaction product. The product is: [CH3:2][O:3][C:4](=[O:11])[C@H:5]([CH2:7][CH:8]([CH3:10])[CH3:9])[NH:6][C:19]([O:21][CH2:22][C:23]1[CH:28]=[CH:27][CH:26]=[CH:25][CH:24]=1)=[O:20]. (7) The product is: [CH3:11][C:10]1[C:6]([C:4]([OH:5])=[O:3])=[C:7]([NH:12][C:13]([O:15][CH2:16][CH2:17][CH2:18][CH2:19][CH2:20][CH2:21][CH2:22][CH3:23])=[O:14])[S:8][CH:9]=1. Given the reactants C([O:3][C:4]([C:6]1[C:10]([CH3:11])=[CH:9][S:8][C:7]=1[NH:12][C:13]([O:15][CH2:16][CH2:17][CH2:18][CH2:19][CH2:20][CH2:21][CH2:22][CH3:23])=[O:14])=[O:5])C.O[Li].O, predict the reaction product.